The task is: Regression. Given a peptide amino acid sequence and an MHC pseudo amino acid sequence, predict their binding affinity value. This is MHC class II binding data.. This data is from Peptide-MHC class II binding affinity with 134,281 pairs from IEDB. The peptide sequence is GLALSHLNAMSKVRK. The MHC is DRB5_0101 with pseudo-sequence DRB5_0101. The binding affinity (normalized) is 1.00.